From a dataset of Forward reaction prediction with 1.9M reactions from USPTO patents (1976-2016). Predict the product of the given reaction. Given the reactants [CH3:1][N:2]([C@@H:10]([CH3:35])[C:11]([NH:13][C@H:14]1[C@H:20]([CH3:21])[N:19]([C:22]([CH:24]2[CH2:29][CH2:28][O:27][CH2:26][CH2:25]2)=[O:23])[C:18]2[CH:30]=[CH:31][CH:32]=[CH:33][C:17]=2[NH:16][C:15]1=[O:34])=[O:12])[C:3](=[O:9])[O:4][C:5]([CH3:8])([CH3:7])[CH3:6].Br[CH2:37][C:38]1[C:46]2[C:41](=[CH:42][CH:43]=[CH:44][CH:45]=2)[N:40]([C:47]2[CH:54]=[CH:53][CH:52]=[CH:51][C:48]=2[C:49]#[N:50])[N:39]=1.C(=O)([O-])[O-].[Cs+].[Cs+].[I-].[Na+], predict the reaction product. The product is: [C:49]([C:48]1[CH:51]=[CH:52][CH:53]=[CH:54][C:47]=1[N:40]1[C:41]2[C:46](=[CH:45][CH:44]=[CH:43][CH:42]=2)[C:38]([CH2:37][N:16]2[C:15](=[O:34])[C@@H:14]([NH:13][C:11](=[O:12])[C@@H:10]([N:2]([CH3:1])[C:3](=[O:9])[O:4][C:5]([CH3:6])([CH3:7])[CH3:8])[CH3:35])[C@H:20]([CH3:21])[N:19]([C:22]([CH:24]3[CH2:29][CH2:28][O:27][CH2:26][CH2:25]3)=[O:23])[C:18]3[CH:30]=[CH:31][CH:32]=[CH:33][C:17]2=3)=[N:39]1)#[N:50].